Dataset: Forward reaction prediction with 1.9M reactions from USPTO patents (1976-2016). Task: Predict the product of the given reaction. (1) Given the reactants [N:1]1([CH2:6][CH2:7][CH2:8][NH:9][C:10]([C:12]2[CH:21]=[CH:20][C:19]3[C:14](=[C:15](Br)[CH:16]=[N:17][CH:18]=3)[N:13]=2)=[O:11])[CH:5]=[CH:4][N:3]=[CH:2]1.[Cl:23][C:24]1[CH:29]=[CH:28][C:27](B(O)O)=[CH:26][CH:25]=1.C(=O)([O-])[O-].[Cs+].[Cs+], predict the reaction product. The product is: [N:1]1([CH2:6][CH2:7][CH2:8][NH:9][C:10]([C:12]2[CH:21]=[CH:20][C:19]3[C:14](=[C:15]([C:27]4[CH:28]=[CH:29][C:24]([Cl:23])=[CH:25][CH:26]=4)[CH:16]=[N:17][CH:18]=3)[N:13]=2)=[O:11])[CH:5]=[CH:4][N:3]=[CH:2]1. (2) Given the reactants [NH2:1][C@H:2]([CH2:10][CH2:11][C:12](=[O:28])[NH:13][CH2:14][CH2:15][O:16][CH2:17][CH2:18][O:19][CH2:20][CH2:21][O:22][CH2:23][CH2:24][N:25]=[N+:26]=[N-:27])[C:3]([O:5][C:6]([CH3:9])([CH3:8])[CH3:7])=[O:4].[C:29]([C:32]1[CH:40]=[CH:40][C:32]([C:29](O)=[O:30])=[C:33](NCCC2C=CC=CC=2)[CH:33]=1)(O)=[O:30].CN(C(ON1N=N[C:60]2[CH:61]=C[CH:63]=[CH:64][C:59]1=2)=[N+](C)C)C.F[P-](F)(F)(F)(F)F.CC[N:76]([CH:80]([CH3:82])[CH3:81])[CH:77](C)C.[C:83]([O:86][CH2:87][CH3:88])(=[O:85])C, predict the reaction product. The product is: [N:25]([CH2:24][CH2:23][O:22][CH2:21][CH2:20][O:19][CH2:18][CH2:17][O:16][CH2:15][CH2:14][NH:13][C:12]([CH2:11][CH2:10][C@H:2]([NH:1][C:29]([C:32]1[CH:40]=[CH:81][C:80]([N:76]([C:83]([O:86][CH2:87][C:88]2[CH:63]=[CH:64][CH:59]=[CH:60][CH:61]=2)=[O:85])[CH3:77])=[CH:82][CH:33]=1)=[O:30])[C:3]([O:5][C:6]([CH3:7])([CH3:8])[CH3:9])=[O:4])=[O:28])=[N+:26]=[N-:27]. (3) Given the reactants [CH3:1]OC1C=C(NC2N=C(NC3C=CC(C(OC)=O)=C(OC)C=3)C(F)=CN=2)C=CC=1C(OC)=O.[CH3:34][C:35]1[CH:40]=[C:39]([N+:41]([O-:43])=[O:42])[CH:38]=[C:37]([CH3:44])[C:36]=1[OH:45].C(=O)([O-])[O-].[K+].[K+].IC, predict the reaction product. The product is: [CH3:34][C:35]1[CH:40]=[C:39]([N+:41]([O-:43])=[O:42])[CH:38]=[C:37]([CH3:44])[C:36]=1[O:45][CH3:1].